From a dataset of NCI-60 drug combinations with 297,098 pairs across 59 cell lines. Regression. Given two drug SMILES strings and cell line genomic features, predict the synergy score measuring deviation from expected non-interaction effect. Drug 1: CC1=C(C(=CC=C1)Cl)NC(=O)C2=CN=C(S2)NC3=CC(=NC(=N3)C)N4CCN(CC4)CCO. Drug 2: CCC1(CC2CC(C3=C(CCN(C2)C1)C4=CC=CC=C4N3)(C5=C(C=C6C(=C5)C78CCN9C7C(C=CC9)(C(C(C8N6C)(C(=O)OC)O)OC(=O)C)CC)OC)C(=O)OC)O.OS(=O)(=O)O. Cell line: SK-MEL-28. Synergy scores: CSS=3.60, Synergy_ZIP=1.15, Synergy_Bliss=3.70, Synergy_Loewe=0.893, Synergy_HSA=0.549.